This data is from Catalyst prediction with 721,799 reactions and 888 catalyst types from USPTO. The task is: Predict which catalyst facilitates the given reaction. (1) Reactant: [Br:1][C:2]1[CH:21]=[CH:20][C:5]2[C:6]3[N:7]([CH:11]=[C:12]([C:14]([NH:16][C:17](=[NH:19])[CH3:18])=O)[N:13]=3)[CH2:8][CH2:9][O:10][C:4]=2[CH:3]=1.Cl.[CH:23]([NH:26]N)([CH3:25])[CH3:24]. Product: [Br:1][C:2]1[CH:21]=[CH:20][C:5]2[C:6]3[N:7]([CH:11]=[C:12]([C:14]4[N:26]([CH:23]([CH3:25])[CH3:24])[N:19]=[C:17]([CH3:18])[N:16]=4)[N:13]=3)[CH2:8][CH2:9][O:10][C:4]=2[CH:3]=1. The catalyst class is: 15. (2) Reactant: [CH2:1]([C:3]1[CH:9]=[C:8]([OH:10])[CH:7]=[CH:6][C:4]=1[OH:5])[CH3:2].[C:11]12([C:21](Cl)=[O:22])[CH2:20][CH:15]3[CH2:16][CH:17]([CH2:19][CH:13]([CH2:14]3)[CH2:12]1)[CH2:18]2.N1C=CC=CC=1. Product: [C:11]12([C:21]([O:10][C:8]3[CH:7]=[CH:6][C:4]([OH:5])=[C:3]([CH2:1][CH3:2])[CH:9]=3)=[O:22])[CH2:18][CH:17]3[CH2:16][CH:15]([CH2:14][CH:13]([CH2:19]3)[CH2:12]1)[CH2:20]2. The catalyst class is: 2.